From a dataset of Reaction yield outcomes from USPTO patents with 853,638 reactions. Predict the reaction yield, written as a fraction of the theoretical maximum amount of product (1.0 means a 100% yield; for example, 0.34 means a 34% yield). The product is [F:1][C:2]([F:13])([F:12])[C:3]1[CH:8]=[CH:7][C:6]([C:15]2[CH:22]=[CH:21][C:18]([CH:19]=[O:20])=[CH:17][CH:16]=2)=[CH:5][CH:4]=1. The reactants are [F:1][C:2]([F:13])([F:12])[C:3]1[CH:8]=[CH:7][C:6](B(O)O)=[CH:5][CH:4]=1.Br[C:15]1[CH:22]=[CH:21][C:18]([CH:19]=[O:20])=[CH:17][CH:16]=1.C(=O)([O-])[O-].[K+].[K+].CCOC(C)=O.CCCCCC. The yield is 0.940. The catalyst is O1CCOCC1.O.[Br-].C([N+](CCCC)(CCCC)CCCC)CCC.C([O-])(=O)C.[Pd+2].C([O-])(=O)C.